Task: Predict the product of the given reaction.. Dataset: Forward reaction prediction with 1.9M reactions from USPTO patents (1976-2016) Given the reactants [CH3:1][O:2][C:3]1[CH:4]=[C:5]2[C:10](=[CH:11][C:12]=1[O:13][CH3:14])[N:9]=[CH:8][CH:7]=[C:6]2[O:15][C:16]1[CH:22]=[CH:21][C:19]([NH2:20])=[C:18]([F:23])[CH:17]=1.C(N(CC)CC)C.ClC(Cl)(O[C:35](=[O:41])OC(Cl)(Cl)Cl)Cl.[S:43]1[CH:47]=[CH:46][N:45]=[C:44]1[C@@H:48]([NH2:50])[CH3:49], predict the reaction product. The product is: [CH3:1][O:2][C:3]1[CH:4]=[C:5]2[C:10](=[CH:11][C:12]=1[O:13][CH3:14])[N:9]=[CH:8][CH:7]=[C:6]2[O:15][C:16]1[CH:22]=[CH:21][C:19]([NH:20][C:35]([NH:50][C@H:48]([C:44]2[S:43][CH:47]=[CH:46][N:45]=2)[CH3:49])=[O:41])=[C:18]([F:23])[CH:17]=1.